From a dataset of Peptide-MHC class I binding affinity with 185,985 pairs from IEDB/IMGT. Regression. Given a peptide amino acid sequence and an MHC pseudo amino acid sequence, predict their binding affinity value. This is MHC class I binding data. (1) The peptide sequence is ETIEILRNY. The MHC is HLA-A02:06 with pseudo-sequence HLA-A02:06. The binding affinity (normalized) is 0.0847. (2) The peptide sequence is YTSLDVYGS. The MHC is HLA-A03:01 with pseudo-sequence HLA-A03:01. The binding affinity (normalized) is 0.344. (3) The peptide sequence is RAENRTYIY. The MHC is HLA-B07:02 with pseudo-sequence HLA-B07:02. The binding affinity (normalized) is 0. (4) The peptide sequence is FLWEDQTLL. The MHC is HLA-A02:03 with pseudo-sequence HLA-A02:03. The binding affinity (normalized) is 1.00. (5) The peptide sequence is RLGVRATRK. The MHC is HLA-A68:01 with pseudo-sequence HLA-A68:01. The binding affinity (normalized) is 0. (6) The peptide sequence is GENFPYLVA. The MHC is Patr-B2401 with pseudo-sequence Patr-B2401. The binding affinity (normalized) is 0.0243. (7) The peptide sequence is RQQELLRLTV. The MHC is HLA-B27:05 with pseudo-sequence HLA-B27:05. The binding affinity (normalized) is 0.494. (8) The peptide sequence is FQPQNGTFI. The MHC is H-2-Db with pseudo-sequence H-2-Db. The binding affinity (normalized) is 0.836. (9) The peptide sequence is ELLRLTVW. The MHC is Mamu-B3901 with pseudo-sequence Mamu-B3901. The binding affinity (normalized) is 0.172.